Dataset: Forward reaction prediction with 1.9M reactions from USPTO patents (1976-2016). Task: Predict the product of the given reaction. (1) Given the reactants [I:1][C:2]1[C:3]([CH:11](C(OCC)=O)C(OCC)=O)=[N:4][CH:5]=[C:6]([N+:8]([O-:10])=[O:9])[CH:7]=1.C([O-])([O-])=O.[Na+].[Na+], predict the reaction product. The product is: [I:1][C:2]1[C:3]([CH3:11])=[N:4][CH:5]=[C:6]([N+:8]([O-:10])=[O:9])[CH:7]=1. (2) Given the reactants [OH:1][C:2]1[CH:3]=[CH:4][C:5]([C:8]([OH:10])=[O:9])=[N:6][CH:7]=1.S(=O)(=O)(O)O.[CH3:16]O, predict the reaction product. The product is: [OH:1][C:2]1[CH:3]=[CH:4][C:5]([C:8]([O:10][CH3:16])=[O:9])=[N:6][CH:7]=1. (3) Given the reactants [NH2:1][S:2]([C:5]1[CH:10]=[CH:9][C:8]([N:11]2[C:15]([CH2:16][C:17]3[CH:22]=[CH:21][CH:20]=[CH:19][CH:18]=3)=[N:14][C:13]([C:23]([O:25]CC)=[O:24])=[N:12]2)=[CH:7][CH:6]=1)(=[O:4])=[O:3].O, predict the reaction product. The product is: [NH2:1][S:2]([C:5]1[CH:10]=[CH:9][C:8]([N:11]2[C:15]([CH2:16][C:17]3[CH:22]=[CH:21][CH:20]=[CH:19][CH:18]=3)=[N:14][C:13]([C:23]([OH:25])=[O:24])=[N:12]2)=[CH:7][CH:6]=1)(=[O:3])=[O:4]. (4) Given the reactants [CH3:1][C:2]1([C:7]2[O:11][C:10]([CH2:12][N:13]3[CH:17]=[C:16]([NH2:18])[CH:15]=[N:14]3)=[CH:9][CH:8]=2)[O:6]CCO1.[CH3:19][O:20][C:21]1[CH:26]=[C:25]([O:27][CH3:28])[CH:24]=[CH:23][C:22]=1/[CH:29]=[CH:30]/[C:31](O)=[O:32], predict the reaction product. The product is: [C:2]([C:7]1[O:11][C:10]([CH2:12][N:13]2[CH:17]=[C:16]([NH:18][C:31](=[O:32])/[CH:30]=[CH:29]/[C:22]3[CH:23]=[CH:24][C:25]([O:27][CH3:28])=[CH:26][C:21]=3[O:20][CH3:19])[CH:15]=[N:14]2)=[CH:9][CH:8]=1)(=[O:6])[CH3:1].